Dataset: Full USPTO retrosynthesis dataset with 1.9M reactions from patents (1976-2016). Task: Predict the reactants needed to synthesize the given product. (1) The reactants are: [F:1][C:2]1[CH:7]=[C:6](B2OC(C)(C)C(C)(C)O2)[CH:5]=[CH:4][C:3]=1[NH:17][CH:18]1[CH2:23][CH2:22][O:21][CH2:20][CH2:19]1.C([O-])([O-])=O.[Na+].[Na+].Br[C:31]1[CH:36]=[CH:35][N:34]([CH2:37][CH:38]2[CH2:40][CH2:39]2)[C:33](=[O:41])[C:32]=1[C:42]#[N:43]. Given the product [CH:38]1([CH2:37][N:34]2[CH:35]=[CH:36][C:31]([C:6]3[CH:5]=[CH:4][C:3]([NH:17][CH:18]4[CH2:19][CH2:20][O:21][CH2:22][CH2:23]4)=[C:2]([F:1])[CH:7]=3)=[C:32]([C:42]#[N:43])[C:33]2=[O:41])[CH2:39][CH2:40]1, predict the reactants needed to synthesize it. (2) Given the product [F:19][C:15]1[C:16]([F:18])=[CH:17][C:12]2[N:11]([CH2:10][CH2:9][OH:8])[C:38]([C:37]3[CH:36]=[N:35][CH:34]=[C:33]([F:32])[CH:40]=3)=[N:20][C:13]=2[CH:14]=1, predict the reactants needed to synthesize it. The reactants are: [Si]([O:8][CH2:9][CH2:10][NH:11][C:12]1[C:13]([NH2:20])=[CH:14][C:15]([F:19])=[C:16]([F:18])[CH:17]=1)(C(C)(C)C)(C)C.CN(C=O)C.OOS([O-])=O.[K+].[F:32][C:33]1[CH:34]=[N:35][CH:36]=[C:37]([CH:40]=1)[CH:38]=O. (3) Given the product [NH2:1][C:2]1[N:7]=[CH:6][N:5]=[C:4]2[N:8]([CH:12]3[CH2:17][CH2:16][CH:15]([C:26]#[N:25])[CH2:14][CH2:13]3)[N:9]=[C:10]([I:11])[C:3]=12, predict the reactants needed to synthesize it. The reactants are: [NH2:1][C:2]1[N:7]=[CH:6][N:5]=[C:4]2[N:8]([CH:12]3[CH2:17][CH2:16][C:15](=O)[CH2:14][CH2:13]3)[N:9]=[C:10]([I:11])[C:3]=12.COCCOC.[N+:25](CS(C1C=CC(C)=CC=1)(=O)=O)#[C-:26].CC(C)([O-])C.[K+]. (4) The reactants are: [NH2:1][C:2]1[C:11]2[C:6](=[CH:7][CH:8]=[CH:9][CH:10]=2)[C:5]([O:12][C:13]2[C:22]3[N:21]=[CH:20][C:19](=[O:23])[NH:18][C:17]=3[N:16]=[CH:15][CH:14]=2)=[CH:4][CH:3]=1.[C:24]([C:28]1[CH:32]=[C:31]([N:33]=[C:34]=[O:35])[N:30]([C:36]2[CH:41]=[CH:40][CH:39]=[CH:38][CH:37]=2)[N:29]=1)([CH3:27])([CH3:26])[CH3:25]. Given the product [C:24]([C:28]1[CH:32]=[C:31]([NH:33][C:34]([NH:1][C:2]2[C:11]3[C:6](=[CH:7][CH:8]=[CH:9][CH:10]=3)[C:5]([O:12][C:13]3[C:22]4[N:21]=[CH:20][C:19](=[O:23])[NH:18][C:17]=4[N:16]=[CH:15][CH:14]=3)=[CH:4][CH:3]=2)=[O:35])[N:30]([C:36]2[CH:41]=[CH:40][CH:39]=[CH:38][CH:37]=2)[N:29]=1)([CH3:27])([CH3:25])[CH3:26], predict the reactants needed to synthesize it. (5) The reactants are: [CH:1]1([NH2:4])[CH2:3][CH2:2]1.[O:5]=[C:6]1[C:14]2[C:9](=[CH:10][CH:11]=[CH:12][CH:13]=2)[C:8](=[O:15])[N:7]1[CH2:16][CH2:17][CH2:18][CH:19]=O.[BH-](OC(C)=O)(OC(C)=O)OC(C)=O.[Na+].[CH3:35][C:36]([O:39][C:40](O[C:40]([O:39][C:36]([CH3:38])([CH3:37])[CH3:35])=[O:41])=[O:41])([CH3:38])[CH3:37]. Given the product [C:36]([O:39][C:40](=[O:41])[N:4]([CH:1]1[CH2:3][CH2:2]1)[CH2:19][CH2:18][CH2:17][CH2:16][N:7]1[C:8](=[O:15])[C:9]2[C:14](=[CH:13][CH:12]=[CH:11][CH:10]=2)[C:6]1=[O:5])([CH3:38])([CH3:37])[CH3:35], predict the reactants needed to synthesize it. (6) Given the product [CH2:11]([C:3]1[CH2:8][CH2:7][CH2:6][C:5](=[O:9])[CH:4]=1)[CH2:12][CH2:13][CH3:14], predict the reactants needed to synthesize it. The reactants are: CO[C:3]1[CH2:8][CH2:7][CH2:6][C:5](=[O:9])[CH:4]=1.[Li][CH2:11][CH2:12][CH2:13][CH3:14]. (7) Given the product [CH2:1]([C:8]1[C:9]([O:21][C@@H:22]2[O:48][C@H:47]([CH2:49][O:50][C:51](=[O:56])[C:52]([CH3:53])([CH3:55])[CH3:54])[C@@H:39]([O:40][C:41](=[O:46])[C:42]([CH3:45])([CH3:44])[CH3:43])[C@H:31]([O:32][C:33](=[O:38])[C:34]([CH3:35])([CH3:37])[CH3:36])[C@H:23]2[O:24][C:25](=[O:30])[C:26]([CH3:29])([CH3:27])[CH3:28])=[N:10][NH:11][C:12]=1[CH:13]([CH3:15])[CH3:14])[C:2]1[CH:7]=[CH:6][CH:5]=[CH:4][CH:3]=1, predict the reactants needed to synthesize it. The reactants are: [CH2:1]([C:8]1[C:9]([O:21][C@@H:22]2[O:48][C@H:47]([CH2:49][O:50][C:51](=[O:56])[C:52]([CH3:55])([CH3:54])[CH3:53])[C@@H:39]([O:40][C:41](=[O:46])[C:42]([CH3:45])([CH3:44])[CH3:43])[C@H:31]([O:32][C:33](=[O:38])[C:34]([CH3:37])([CH3:36])[CH3:35])[C@H:23]2[O:24][C:25](=[O:30])[C:26]([CH3:29])([CH3:28])[CH3:27])=[N:10][N:11](C(OCC)=O)[C:12]=1[CH:13]([CH3:15])[CH3:14])[C:2]1[CH:7]=[CH:6][CH:5]=[CH:4][CH:3]=1.C(=O)(O)[O-].[Na+].C(=O)([O-])[O-].[K+].[K+].O. (8) Given the product [NH:1]([C:6]([CH3:8])=[O:7])[CH2:2][C:3]([N:9]([CH2:11][C:12]([O:14][CH2:22][C:23]1[CH:24]=[CH:25][CH:26]=[CH:27][CH:28]=1)=[O:13])[CH3:10])=[O:4], predict the reactants needed to synthesize it. The reactants are: [NH:1]([C:6]([CH3:8])=[O:7])[CH2:2][C:3](O)=[O:4].[NH:9]([CH2:11][C:12]([O:14]CC1C=CC=CC=1)=[O:13])[CH3:10].[CH3:22][C:23]1[CH:24]=[CH:25][C:26](S(O)(=O)=O)=[CH:27][CH:28]=1.C(N(CC)CC)C.C1C=CC2N(O)N=NC=2C=1.C1CCC(N=C=NC2CCCCC2)CC1. (9) The reactants are: Br[C:2]1[CH:3]=[CH:4][C:5]([N:13]([C:21]([O:23][C:24]([CH3:27])([CH3:26])[CH3:25])=[O:22])[C:14]([O:16][C:17]([CH3:20])([CH3:19])[CH3:18])=[O:15])=[C:6]2[C:10]=1[CH2:9][N:8]([CH3:11])[C:7]2=[O:12]. Given the product [C:24]([O:23][C:21]([N:13]([C:14]([O:16][C:17]([CH3:20])([CH3:19])[CH3:18])=[O:15])[C:5]1[C:6]2[C:7](=[O:12])[N:8]([CH3:11])[CH2:9][C:10]=2[C:2]([C:14]([O:16][CH3:17])=[O:15])=[CH:3][CH:4]=1)=[O:22])([CH3:26])([CH3:27])[CH3:25], predict the reactants needed to synthesize it.